Task: Regression/Classification. Given a drug SMILES string, predict its toxicity properties. Task type varies by dataset: regression for continuous values (e.g., LD50, hERG inhibition percentage) or binary classification for toxic/non-toxic outcomes (e.g., AMES mutagenicity, cardiotoxicity, hepatotoxicity). Dataset: ld50_zhu.. Dataset: Acute oral toxicity (LD50) regression data from Zhu et al. (1) The drug is O=S(=O)(Cl)c1ccccc1. The rat oral LD50 is 1.96, given as -log10 of the dose in mol/kg body weight (higher means more acutely toxic). (2) The drug is CCCCOP(=O)(CC)SCCCC. The rat oral LD50 is 4.59, given as -log10 of the dose in mol/kg body weight (higher means more acutely toxic). (3) The drug is Cc1ccc(C)c(O)c1. The rat oral LD50 is 2.44, given as -log10 of the dose in mol/kg body weight (higher means more acutely toxic). (4) The compound is CC=CC=CC(=O)NO. The rat oral LD50 is 1.71, given as -log10 of the dose in mol/kg body weight (higher means more acutely toxic). (5) The drug is O=C1c2ccccc2C(=O)c2c(Nc3ccc(Oc4ccc(S(=O)(=O)O)cc4)cc3)ccc(Nc3ccc(Oc4ccc(S(=O)(=O)O)cc4)cc3)c21. The rat oral LD50 is 1.93, given as -log10 of the dose in mol/kg body weight (higher means more acutely toxic). (6) The molecule is Cc1cc(OC(=O)N(C)C)n(C(C)C)n1. The rat oral LD50 is 4.29, given as -log10 of the dose in mol/kg body weight (higher means more acutely toxic). (7) The rat oral LD50 is 3.15, given as -log10 of the dose in mol/kg body weight (higher means more acutely toxic). The compound is O=NN(CCCl)C(=O)NCCS(=O)(=O)NCc1ccccc1. (8) The molecule is FC(F)(F)c1nc2c(Cl)c(Cl)c(Cl)c(Cl)c2[nH]1. The rat oral LD50 is 6.12, given as -log10 of the dose in mol/kg body weight (higher means more acutely toxic). (9) The drug is Cc1[nH]c(=O)c(C#N)cc1-c1ccncc1. The rat oral LD50 is 3.37, given as -log10 of the dose in mol/kg body weight (higher means more acutely toxic). (10) The drug is O=NN1CCNCC1. The rat oral LD50 is 1.71, given as -log10 of the dose in mol/kg body weight (higher means more acutely toxic).